From a dataset of Forward reaction prediction with 1.9M reactions from USPTO patents (1976-2016). Predict the product of the given reaction. (1) Given the reactants Cl.[C:2]([NH:6][OH:7])([CH3:5])([CH3:4])[CH3:3].[CH3:8][C:9]([CH3:22])([CH3:21])[C:10]([NH:12][C:13]1[N:18]=[C:17]([CH:19]=O)[CH:16]=[CH:15][CH:14]=1)=[O:11], predict the reaction product. The product is: [C:2]([N+:6]([O-:7])=[CH:19][C:17]1[CH:16]=[CH:15][CH:14]=[C:13]([NH:12][C:10](=[O:11])[C:9]([CH3:21])([CH3:8])[CH3:22])[N:18]=1)([CH3:5])([CH3:4])[CH3:3]. (2) Given the reactants [OH:1][C:2]1[CH:16]=[CH:15][C:5]([C:6]([C:8]2[CH:13]=[CH:12][C:11]([OH:14])=[CH:10][CH:9]=2)=[O:7])=[CH:4][CH:3]=1.C([O-])([O-])=O.[Cs+].[Cs+].[Na+].[I-].Cl[CH2:26][CH2:27][O:28][CH2:29][CH2:30][OH:31], predict the reaction product. The product is: [OH:31][CH2:30][CH2:29][O:28][CH2:27][CH2:26][O:1][C:2]1[CH:16]=[CH:15][C:5]([C:6]([C:8]2[CH:13]=[CH:12][C:11]([OH:14])=[CH:10][CH:9]=2)=[O:7])=[CH:4][CH:3]=1. (3) Given the reactants Cl.[NH2:2][C:3]1[C:4]2[CH:16]=[C:15]([CH3:17])[S:14][C:5]=2[NH:6][C:7]2[CH:13]=[CH:12][CH:11]=[CH:10][C:8]=2[N:9]=1.C(#N)C.O.[CH3:22][N:23]1[CH2:28][CH2:27]N[CH2:25][CH2:24]1, predict the reaction product. The product is: [CH3:17][C:15]1[S:14][C:5]2[NH:6][C:7]3[CH:13]=[CH:12][CH:11]=[CH:10][C:8]=3[N:9]=[C:3]([N:2]3[CH2:27][CH2:28][N:23]([CH3:22])[CH2:24][CH2:25]3)[C:4]=2[CH:16]=1. (4) Given the reactants [F:1][C:2]([F:73])([C@H:34]1[C@H:39]([O:40]CC2C=CC=CC=2)[C@@H:38]([O:48]CC2C=CC=CC=2)[C@H:37]([O:56]CC2C=CC=CC=2)[C@@H:36]([CH2:64][O:65]CC2C=CC=CC=2)[O:35]1)[CH2:3][NH:4][C@@H:5]1[C:17]2[C:9](=[CH:10][C:11]3[O:15][CH2:14][O:13][C:12]=3[CH:16]=2)[C@@H:8]([C:18]2[CH:23]=[C:22]([O:24][CH3:25])[C:21]([O:26][CH3:27])=[C:20]([O:28][CH3:29])[CH:19]=2)[C@H:7]2[C:30](=[O:33])[O:31][CH2:32][C@H:6]12, predict the reaction product. The product is: [F:73][C:2]([F:1])([C@H:34]1[C@H:39]([OH:40])[C@@H:38]([OH:48])[C@H:37]([OH:56])[C@@H:36]([CH2:64][OH:65])[O:35]1)[CH2:3][NH:4][C@@H:5]1[C:17]2[C:9](=[CH:10][C:11]3[O:15][CH2:14][O:13][C:12]=3[CH:16]=2)[C@@H:8]([C:18]2[CH:23]=[C:22]([O:24][CH3:25])[C:21]([O:26][CH3:27])=[C:20]([O:28][CH3:29])[CH:19]=2)[C@H:7]2[C:30](=[O:33])[O:31][CH2:32][C@H:6]12.